This data is from Reaction yield outcomes from USPTO patents with 853,638 reactions. The task is: Predict the reaction yield, written as a fraction of the theoretical maximum amount of product (1.0 means a 100% yield; for example, 0.34 means a 34% yield). (1) The reactants are [NH2:1][C:2]1[CH:7]=[CH:6][CH:5]=[C:4]([C:8]([F:11])([F:10])[F:9])[N:3]=1.[N+:12]([C:14]1[CH:23]=[CH:22][C:17]2[O:18][CH2:19][CH2:20][O:21][C:16]=2[CH:15]=1)#[C-:13].[Cl:24][C:25]1[CH:32]=[CH:31][CH:30]=[C:29]([F:33])[C:26]=1[CH:27]=O. The catalyst is O1CCOCC1.[Cl-].[Zn+2].[Cl-]. The product is [Cl:24][C:25]1[CH:32]=[CH:31][CH:30]=[C:29]([F:33])[C:26]=1[C:27]1[N:1]=[C:2]2[CH:7]=[CH:6][CH:5]=[C:4]([C:8]([F:9])([F:11])[F:10])[N:3]2[C:13]=1[NH:12][C:14]1[CH:23]=[CH:22][C:17]2[O:18][CH2:19][CH2:20][O:21][C:16]=2[CH:15]=1. The yield is 0.0200. (2) The reactants are [S:1]1[C:5]2[CH:6]=[CH:7][CH:8]=[CH:9][C:4]=2[N:3]=[C:2]1[CH:10]([C:13]1[CH:18]=[CH:17][N:16]=[C:15](Cl)[N:14]=1)[C:11]#[N:12].C([O-])(=O)C.[Na+]. The catalyst is C(O)(=O)C.[Pd]. The product is [S:1]1[C:5]2[CH:6]=[CH:7][CH:8]=[CH:9][C:4]=2[N:3]=[C:2]1[CH:10]([C:13]1[CH:18]=[CH:17][N:16]=[CH:15][N:14]=1)[C:11]#[N:12]. The yield is 0.130. (3) The reactants are Cl.[NH:2]1[CH2:6][CH2:5][CH2:4][C@@H:3]1[C:7]([NH:9][C@H:10]([C:12]1[CH:21]=[CH:20][C:15]([C:16]([O:18][CH3:19])=[O:17])=[CH:14][CH:13]=1)[CH3:11])=[O:8].C([O-])([O-])=O.[K+].[K+].Br[CH2:29][CH2:30][O:31][C:32]1[CH:37]=[CH:36][C:35]([F:38])=[CH:34][CH:33]=1. The catalyst is CN(C=O)C.CCOC(C)=O. The product is [F:38][C:35]1[CH:36]=[CH:37][C:32]([O:31][CH2:30][CH2:29][N:2]2[CH2:6][CH2:5][CH2:4][C@@H:3]2[C:7]([NH:9][C@H:10]([C:12]2[CH:13]=[CH:14][C:15]([C:16]([O:18][CH3:19])=[O:17])=[CH:20][CH:21]=2)[CH3:11])=[O:8])=[CH:33][CH:34]=1. The yield is 0.570. (4) The reactants are [Cl:1][C:2]1[O:6][C:5]([C:7]([OH:9])=O)=[CH:4][C:3]=1[C:10]1[N:14]([CH3:15])[N:13]=[CH:12][C:11]=1[Cl:16].[NH2:17][C@@H:18]([CH2:31][C:32]1[CH:37]=[CH:36][CH:35]=[CH:34][C:33]=1[C:38]([F:41])([F:40])[F:39])[CH2:19][N:20]1[C:28](=[O:29])[C:27]2[C:22](=[CH:23][CH:24]=[CH:25][CH:26]=2)[C:21]1=[O:30].CCN(C(C)C)C(C)C.F[P-](F)(F)(F)(F)F.Br[P+](N1CCCC1)(N1CCCC1)N1CCCC1. The catalyst is ClCCl. The product is [Cl:1][C:2]1[O:6][C:5]([C:7]([NH:17][C@@H:18]([CH2:31][C:32]2[CH:37]=[CH:36][CH:35]=[CH:34][C:33]=2[C:38]([F:41])([F:39])[F:40])[CH2:19][N:20]2[C:28](=[O:29])[C:27]3[C:22](=[CH:23][CH:24]=[CH:25][CH:26]=3)[C:21]2=[O:30])=[O:9])=[CH:4][C:3]=1[C:10]1[N:14]([CH3:15])[N:13]=[CH:12][C:11]=1[Cl:16]. The yield is 0.420. (5) The reactants are Br[CH2:2][C:3]1[CH:12]=[CH:11][C:6]([C:7]([O:9][CH3:10])=[O:8])=[CH:5][C:4]=1[C:13]([F:16])([F:15])[F:14].[CH3:17][N:18]([CH3:24])[CH:19]1[CH2:23][CH2:22][NH:21][CH2:20]1.C(=O)([O-])[O-].[K+].[K+]. The catalyst is CC(C)=O. The product is [CH3:17][N:18]([CH3:24])[CH:19]1[CH2:23][CH2:22][N:21]([CH2:2][C:3]2[CH:12]=[CH:11][C:6]([C:7]([O:9][CH3:10])=[O:8])=[CH:5][C:4]=2[C:13]([F:16])([F:15])[F:14])[CH2:20]1. The yield is 0.610. (6) The reactants are C(O[C:9](=N)[C:10]([Cl:13])([Cl:12])[Cl:11])C1C=CC=CC=1.[C:15]1([NH2:22])[C:16]([NH2:21])=[CH:17][CH:18]=[CH:19][CH:20]=1.O. The catalyst is C(O)(=O)C. The product is [Cl:11][C:10]([Cl:13])([Cl:12])[C:9]1[NH:22][C:15]2[CH:20]=[CH:19][CH:18]=[CH:17][C:16]=2[N:21]=1. The yield is 0.880. (7) The reactants are [O:1]([C:8]1[CH:13]=[CH:12][C:11]([NH:14][C:15]2[N:20]=[CH:19][N:18]=[C:17]([NH:21][CH:22]3[CH2:26][CH2:25][N:24](C(OC(C)(C)C)=O)[CH2:23]3)[CH:16]=2)=[CH:10][CH:9]=1)[C:2]1[CH:7]=[CH:6][CH:5]=[CH:4][CH:3]=1.C(O)(C(F)(F)F)=O. The catalyst is C(Cl)Cl. The product is [O:1]([C:8]1[CH:9]=[CH:10][C:11]([NH:14][C:15]2[CH:16]=[C:17]([NH:21][CH:22]3[CH2:26][CH2:25][NH:24][CH2:23]3)[N:18]=[CH:19][N:20]=2)=[CH:12][CH:13]=1)[C:2]1[CH:7]=[CH:6][CH:5]=[CH:4][CH:3]=1. The yield is 0.324.